This data is from Forward reaction prediction with 1.9M reactions from USPTO patents (1976-2016). The task is: Predict the product of the given reaction. Given the reactants S(Cl)([Cl:3])=O.[CH:5]1([C:8]2[CH:20]=[C:11]3[C:12]([CH2:18]O)=[CH:13][CH:14]=[C:15]([O:16][CH3:17])[N:10]3[N:9]=2)[CH2:7][CH2:6]1.C(=O)([O-])O.[Na+], predict the reaction product. The product is: [Cl:3][CH2:18][C:12]1[C:11]2[N:10]([N:9]=[C:8]([CH:5]3[CH2:7][CH2:6]3)[CH:20]=2)[C:15]([O:16][CH3:17])=[CH:14][CH:13]=1.